Dataset: CYP2C19 inhibition data for predicting drug metabolism from PubChem BioAssay. Task: Regression/Classification. Given a drug SMILES string, predict its absorption, distribution, metabolism, or excretion properties. Task type varies by dataset: regression for continuous measurements (e.g., permeability, clearance, half-life) or binary classification for categorical outcomes (e.g., BBB penetration, CYP inhibition). Dataset: cyp2c19_veith. (1) The compound is CN(Cc1ccco1)c1nc(-c2ccccc2Cl)nc2ccccc12. The result is 1 (inhibitor). (2) The drug is COc1ccc(NC(=O)Cn2nnc(C(N)=O)c2N)c(OC)c1. The result is 0 (non-inhibitor). (3) The result is 1 (inhibitor). The compound is COC(=O)[C@@]1(Cc2ccc(OC)cc2)[C@H]2c3cc(C(=O)N(C)C)n(CCO)c3C[C@H]2CN1C(=O)c1ccccc1. (4) The compound is OCCN1CCN(CCCN2c3ccccc3Sc3ccc(Cl)cc32)CC1. The result is 0 (non-inhibitor). (5) The compound is CC(=O)OC[C@@H]1O[C@@H](O/N=C2/C[C@@H](O)[C@@H](O)[C@@H]3[C@@H]4C(=O)N(C5CCCCC5)C(=O)[C@H]4CC[C@@H]23)[C@H](OC(C)=O)[C@H](OC(C)=O)[C@@H]1OC(C)=O. The result is 0 (non-inhibitor).